This data is from Forward reaction prediction with 1.9M reactions from USPTO patents (1976-2016). The task is: Predict the product of the given reaction. (1) The product is: [CH3:1][O:2][C:3]([C:5]1[CH2:6][N:7]([CH2:12][C:13]2[CH:18]=[CH:17][CH:16]=[CH:15][CH:14]=2)[CH2:8][CH2:9][C:10]=1[NH2:22])=[O:4]. Given the reactants [CH3:1][O:2][C:3]([CH:5]1[C:10](=O)[CH2:9][CH2:8][N:7]([CH2:12][C:13]2[CH:18]=[CH:17][CH:16]=[CH:15][CH:14]=2)[CH2:6]1)=[O:4].[BH4-].[Na+].[OH-].[NH4+:22], predict the reaction product. (2) Given the reactants O.O.O.[F-].C([N+](CCCC)(CCCC)CCCC)CCC.CC(O)=O.COC(=O)[CH2:29][N:30]([S:41]([NH:44][C:45]([O:47]CC[Si](C)(C)C)=O)(=[O:43])=[O:42])[CH2:31][C:32]1[CH:33]=[C:34]2[C:38](=[CH:39][CH:40]=1)[NH:37][CH:36]=[CH:35]2.CC#N, predict the reaction product. The product is: [NH:37]1[C:38]2[C:34](=[CH:33][C:32]([CH2:31][N:30]3[S:41](=[O:43])(=[O:42])[NH:44][C:45](=[O:47])[CH2:29]3)=[CH:40][CH:39]=2)[CH:35]=[CH:36]1. (3) Given the reactants [Cl:1][C:2]1[N:7]=[CH:6][C:5]([C:8]2[C:9]([CH2:19]C(C)C)=[C:10]([S:15]([O-])(=O)=O)C=CC=2C)=[CH:4][CH:3]=1.[CH2:23]1COCC1, predict the reaction product. The product is: [Cl:1][C:2]1[CH:3]=[CH:4][C:5]([CH2:8][CH:9]([CH3:19])[CH2:10][S:15][CH3:23])=[CH:6][N:7]=1. (4) Given the reactants [CH2:1]([C:3]1[N:7]([CH3:8])[N:6]([C:9]2[CH:14]=[CH:13][CH:12]=[CH:11][CH:10]=2)[C:5](=[O:15])[CH:4]=1)[CH3:2].[Cl:16]N1C(=O)CCC1=O, predict the reaction product. The product is: [Cl:16][C:4]1[C:5](=[O:15])[N:6]([C:9]2[CH:14]=[CH:13][CH:12]=[CH:11][CH:10]=2)[N:7]([CH3:8])[C:3]=1[CH2:1][CH3:2].